This data is from Forward reaction prediction with 1.9M reactions from USPTO patents (1976-2016). The task is: Predict the product of the given reaction. (1) Given the reactants Br[C:2]1[CH:3]=[N:4][CH:5]=[C:6]([C@@H:8]2[CH2:12][CH2:11][CH2:10][N:9]2[C@@H:13]([C:15]2[CH:20]=[CH:19][C:18]([O:21][CH3:22])=[CH:17][CH:16]=2)[CH3:14])[CH:7]=1.[F:23][C:24]1[CH:29]=[CH:28][C:27]([OH:30])=[CH:26][CH:25]=1.C(=O)([O-])[O-].[Cs+].[Cs+], predict the reaction product. The product is: [F:23][C:24]1[CH:29]=[CH:28][C:27]([O:30][C:2]2[CH:3]=[N:4][CH:5]=[C:6]([C@@H:8]3[CH2:12][CH2:11][CH2:10][N:9]3[C@@H:13]([C:15]3[CH:20]=[CH:19][C:18]([O:21][CH3:22])=[CH:17][CH:16]=3)[CH3:14])[CH:7]=2)=[CH:26][CH:25]=1. (2) Given the reactants [NH:1]([C:35]([CH3:37])=[O:36])[C@@H:2]([C:18]([N:20]1[CH2:34][CH2:33][CH2:32][C@@H:21]1[C:22]([O:24]CC1C=CC=CC=1)=[O:23])=[O:19])[CH2:3][CH2:4][CH2:5][CH2:6][NH:7][C:8]([O:10][CH2:11][C:12]1[CH:17]=[CH:16][CH:15]=[CH:14][CH:13]=1)=[O:9].[OH-].[Na+].C(OC(C)C)(C)C.Cl, predict the reaction product. The product is: [NH:1]([C:35]([CH3:37])=[O:36])[C@@H:2]([C:18]([N:20]1[CH2:34][CH2:33][CH2:32][C@@H:21]1[C:22]([OH:24])=[O:23])=[O:19])[CH2:3][CH2:4][CH2:5][CH2:6][NH:7][C:8]([O:10][CH2:11][C:12]1[CH:17]=[CH:16][CH:15]=[CH:14][CH:13]=1)=[O:9]. (3) Given the reactants [NH2:1][C:2]1[C:3]([NH:10][C:11]2[CH:16]=[CH:15][C:14]([CH2:17][CH2:18][NH:19][C:20]([NH:22][S:23]([C:26]3[CH:31]=[CH:30][C:29]([CH3:32])=[CH:28][CH:27]=3)(=[O:25])=[O:24])=[O:21])=[CH:13][CH:12]=2)=[N:4][C:5]([CH3:9])=[CH:6][C:7]=1[CH3:8].Br[C:34]#[N:35], predict the reaction product. The product is: [NH2:35][C:34]1[N:10]([C:11]2[CH:16]=[CH:15][C:14]([CH2:17][CH2:18][NH:19][C:20]([NH:22][S:23]([C:26]3[CH:27]=[CH:28][C:29]([CH3:32])=[CH:30][CH:31]=3)(=[O:25])=[O:24])=[O:21])=[CH:13][CH:12]=2)[C:3]2=[N:4][C:5]([CH3:9])=[CH:6][C:7]([CH3:8])=[C:2]2[N:1]=1. (4) Given the reactants [Br:1][C:2]1[C:10]2[O:9][CH:8]([C:11]([OH:13])=[O:12])[O:7][C:6]=2[CH:5]=[C:4]([F:14])[CH:3]=1.[CH3:15][Si](C=[N+]=[N-])(C)C, predict the reaction product. The product is: [CH3:15][O:12][C:11]([CH:8]1[O:7][C:6]2[CH:5]=[C:4]([F:14])[CH:3]=[C:2]([Br:1])[C:10]=2[O:9]1)=[O:13]. (5) Given the reactants Br[C:2]1[N:6]2[CH:7]=[C:8]([C:11]3[CH:12]=[N:13][N:14]([CH:16]4[CH2:21][CH2:20][N:19]([C:22]([O:24][C:25]([CH3:28])([CH3:27])[CH3:26])=[O:23])[CH2:18][CH2:17]4)[CH:15]=3)[CH:9]=[CH:10][C:5]2=[N:4][CH:3]=1.[SH:29][C:30]1[CH:44]=[CH:43][C:33]2[N:34]=[C:35](C3(C(N)=O)CC3)[S:36][C:32]=2[CH:31]=1.C([N:48](CC)C(C)C)(C)C.C1(P(C2C=CC=CC=2)C2C3[O:73][C:72]4C(=C[CH:69]=[CH:70][C:71]=4P(C4C=CC=CC=4)C4C=CC=CC=4)C(C)(C)C=3C=CC=2)C=CC=CC=1, predict the reaction product. The product is: [CH:71]1([C:72]([NH:48][C:35]2[S:36][C:32]3[CH:31]=[C:30]([S:29][C:2]4[N:6]5[CH:7]=[C:8]([C:11]6[CH:12]=[N:13][N:14]([CH:16]7[CH2:21][CH2:20][N:19]([C:22]([O:24][C:25]([CH3:28])([CH3:27])[CH3:26])=[O:23])[CH2:18][CH2:17]7)[CH:15]=6)[CH:9]=[CH:10][C:5]5=[N:4][CH:3]=4)[CH:44]=[CH:43][C:33]=3[N:34]=2)=[O:73])[CH2:69][CH2:70]1. (6) Given the reactants [F:1][C:2]1[CH:7]=[CH:6][C:5]([C:8]2[C:9]([C:13]3[CH:18]=[CH:17][CH:16]=[C:15]([CH3:19])[N:14]=3)=[N:10][NH:11][CH:12]=2)=[CH:4][C:3]=1[C:20]1[N:21]=[C:22]([CH2:25][CH2:26][OH:27])[NH:23][CH:24]=1.[H-].[Na+].[CH3:30][S:31](Cl)(=[O:33])=[O:32].O, predict the reaction product. The product is: [CH3:30][S:31]([O:27][CH2:26][CH2:25][C:22]1[NH:23][CH:24]=[C:20]([C:3]2[CH:4]=[C:5]([C:8]3[C:9]([C:13]4[CH:18]=[CH:17][CH:16]=[C:15]([CH3:19])[N:14]=4)=[N:10][NH:11][CH:12]=3)[CH:6]=[CH:7][C:2]=2[F:1])[N:21]=1)(=[O:33])=[O:32]. (7) Given the reactants [C:1]1(=[O:16])[O:13]CCCC[O:8][C:6](=[O:7])[C:5]2[CH:14]=[CH:15][C:2]1=[CH:3][CH:4]=2.C(O)CCCO, predict the reaction product. The product is: [C:1]([OH:16])(=[O:13])[C:2]1[CH:15]=[CH:14][C:5]([C:6]([OH:8])=[O:7])=[CH:4][CH:3]=1. (8) Given the reactants [Cl:1][C:2]1[CH:3]=[C:4]([CH2:8][N:9]2[CH:13]=[CH:12][N:11]=[C:10]2[CH3:14])[N:5]=[N:6][CH:7]=1.[Cl:15][C:16]1[CH:17]=[C:18](B(O)O)[CH:19]=[CH:20][C:21]=1[F:22].C([O-])([O-])=O.[K+].[K+].Cl.CCOCC, predict the reaction product. The product is: [ClH:1].[Cl:15][C:16]1[CH:17]=[C:18]([C:2]2[CH:3]=[C:4]([CH2:8][N:9]3[CH:13]=[CH:12][N:11]=[C:10]3[CH3:14])[N:5]=[N:6][CH:7]=2)[CH:19]=[CH:20][C:21]=1[F:22]. (9) Given the reactants [NH2:1][CH:2]1[CH2:7][CH2:6][CH2:5][CH:4]([N:8]([CH2:21][CH3:22])[C:9]2[CH:16]=[CH:15][C:12]([C:13]#[N:14])=[C:11]([C:17]([F:20])([F:19])[F:18])[CH:10]=2)[CH2:3]1.[CH2:23]([O:30][CH2:31][CH2:32][CH:33]=O)[C:24]1[CH:29]=[CH:28][CH:27]=[CH:26][CH:25]=1.S([CH2:45][N+:46]#[C-:47])(C1C=CC(C)=CC=1)(=O)=O.C([O-])([O-])=O.[K+].[K+], predict the reaction product. The product is: [CH2:23]([O:30][CH2:31][CH2:32][C:33]1[N:1]([CH:2]2[CH2:7][CH2:6][CH2:5][CH:4]([N:8]([CH2:21][CH3:22])[C:9]3[CH:16]=[CH:15][C:12]([C:13]#[N:14])=[C:11]([C:17]([F:18])([F:19])[F:20])[CH:10]=3)[CH2:3]2)[CH:47]=[N:46][CH:45]=1)[C:24]1[CH:29]=[CH:28][CH:27]=[CH:26][CH:25]=1. (10) Given the reactants [CH:1]1([C:6]2[CH:7]=[C:8]([CH:12]=[CH:13][C:14]=2[O:15][CH3:16])[C:9]([OH:11])=O)[CH2:5][CH2:4][CH2:3][CH2:2]1.[C:17](Cl)(=O)[C:18](Cl)=O.[CH2:23]([C:30]1(C)[CH:34](C)[CH:33]=[CH:32][S:31]1)[C:24]1[CH:29]=[CH:28][CH:27]=[CH:26][CH:25]=1, predict the reaction product. The product is: [CH2:23]([C:30]1[S:31][C:17]([CH3:18])=[C:33]([CH3:32])[C:34]=1[C:9]([C:8]1[CH:12]=[CH:13][C:14]([O:15][CH3:16])=[C:6]([CH:1]2[CH2:2][CH2:3][CH2:4][CH2:5]2)[CH:7]=1)=[O:11])[C:24]1[CH:29]=[CH:28][CH:27]=[CH:26][CH:25]=1.